Dataset: Reaction yield outcomes from USPTO patents with 853,638 reactions. Task: Predict the reaction yield, written as a fraction of the theoretical maximum amount of product (1.0 means a 100% yield; for example, 0.34 means a 34% yield). (1) The reactants are [F:1][C:2]1[C:3]([CH:22]=O)=[CH:4][N:5]([S:13]([C:16]2[CH:17]=[N:18][CH:19]=[CH:20][CH:21]=2)(=[O:15])=[O:14])[C:6]=1[C:7]1[CH:12]=[CH:11][CH:10]=[CH:9][CH:8]=1.[CH3:24][NH2:25].[BH4-].[Na+].CO. The catalyst is O1CCCC1. The product is [F:1][C:2]1[C:3]([CH2:22][NH:25][CH3:24])=[CH:4][N:5]([S:13]([C:16]2[CH:17]=[N:18][CH:19]=[CH:20][CH:21]=2)(=[O:15])=[O:14])[C:6]=1[C:7]1[CH:12]=[CH:11][CH:10]=[CH:9][CH:8]=1. The yield is 0.390. (2) The reactants are COC1C=CC(C[N:8]([C:28]2[CH:33]=[CH:32][CH:31]=[CH:30][CH:29]=2)[C:9]2[C:10]3[N:11]([CH:25]=[CH:26][N:27]=3)[N:12]=[C:13]([C:15]3[CH:16]=[CH:17][C:18]4[O:22][N:21]=[C:20]([NH2:23])[C:19]=4[CH:24]=3)[CH:14]=2)=CC=1.CCOC1C=CC(N)=CC=1.C(O)(C(F)(F)F)=O. No catalyst specified. The product is [NH2:23][C:20]1[C:19]2[CH:24]=[C:15]([C:13]3[CH:14]=[C:9]([NH:8][C:28]4[CH:33]=[CH:32][CH:31]=[CH:30][CH:29]=4)[C:10]4[N:11]([CH:25]=[CH:26][N:27]=4)[N:12]=3)[CH:16]=[CH:17][C:18]=2[O:22][N:21]=1. The yield is 0.700.